This data is from Forward reaction prediction with 1.9M reactions from USPTO patents (1976-2016). The task is: Predict the product of the given reaction. (1) Given the reactants F[C:2]1[CH:7]=[C:6]([F:8])[CH:5]=[CH:4][C:3]=1[C:9]1[N:14]=[CH:13][N:12]=[C:11]([NH:15][C:16]2[CH:17]=[C:18]([CH:29]=[CH:30][CH:31]=2)[CH2:19][S:20](=[N:23]C(=O)OCC)([CH3:22])=[O:21])[N:10]=1.[Cl:32][C:33]1[CH:38]=[CH:37][C:36]([CH2:39][OH:40])=[CH:35][CH:34]=1, predict the reaction product. The product is: [Cl:32][C:33]1[CH:38]=[CH:37][C:36]([CH2:39][O:40][C:2]2[CH:7]=[C:6]([F:8])[CH:5]=[CH:4][C:3]=2[C:9]2[N:14]=[CH:13][N:12]=[C:11]([NH:15][C:16]3[CH:31]=[CH:30][CH:29]=[C:18]([CH2:19][S:20]([CH3:22])(=[NH:23])=[O:21])[CH:17]=3)[N:10]=2)=[CH:35][CH:34]=1. (2) The product is: [OH:38][CH2:39][C@H:40]1[CH2:44][CH2:43][CH2:42][N:41]1[C:26]([C:25]1[CH:24]=[CH:23][C:22]([C:19]2[CH:18]=[N:17][C:16]([O:15][CH2:14][CH:11]3[CH2:12][CH2:13][N:8]([C:6]([O:5][C:1]([CH3:4])([CH3:3])[CH3:2])=[O:7])[CH2:9][CH2:10]3)=[N:21][CH:20]=2)=[CH:30][CH:29]=1)=[O:28]. Given the reactants [C:1]([O:5][C:6]([N:8]1[CH2:13][CH2:12][CH:11]([CH2:14][O:15][C:16]2[N:21]=[CH:20][C:19]([C:22]3[CH:30]=[CH:29][C:25]([C:26]([OH:28])=O)=[CH:24][CH:23]=3)=[CH:18][N:17]=2)[CH2:10][CH2:9]1)=[O:7])([CH3:4])([CH3:3])[CH3:2].CCN(CC)CC.[OH:38][CH2:39][C@H:40]1[CH2:44][CH2:43][CH2:42][NH:41]1.CN(C(ON1N=NC2C=CC=CC1=2)=[N+](C)C)C.[B-](F)(F)(F)F, predict the reaction product. (3) Given the reactants O.[CH2:2]([O:4][C:5](=[O:27])[CH2:6][CH:7]1[O:11][B:10]([OH:12])[C:9]2[CH:13]=[C:14]([O:18][C:19]3[S:20][C:21]([N+:24]([O-])=O)=[N:22][N:23]=3)[CH:15]=[C:16]([CH3:17])[C:8]1=2)[CH3:3], predict the reaction product. The product is: [CH2:2]([O:4][C:5](=[O:27])[CH2:6][CH:7]1[O:11][B:10]([OH:12])[C:9]2[CH:13]=[C:14]([O:18][C:19]3[S:20][C:21]([NH2:24])=[N:22][N:23]=3)[CH:15]=[C:16]([CH3:17])[C:8]1=2)[CH3:3]. (4) Given the reactants [CH:1]1([CH2:6][N:7]([CH2:18][CH3:19])[C:8]2[C:13]([C:14]#N)=[CH:12][CH:11]=[C:10]([CH2:16][CH3:17])[N:9]=2)[CH2:5][CH2:4][CH2:3][CH2:2]1.[H-].C([Al+]CC(C)C)C(C)C.[OH-:30].[Na+], predict the reaction product. The product is: [CH:1]1([CH2:6][N:7]([CH2:18][CH3:19])[C:8]2[N:9]=[C:10]([CH2:16][CH3:17])[CH:11]=[CH:12][C:13]=2[CH:14]=[O:30])[CH2:5][CH2:4][CH2:3][CH2:2]1. (5) Given the reactants [F:1][C:2]([F:16])([F:15])[C:3]1[CH:14]=[CH:13][C:6]([O:7][CH2:8][CH2:9][NH:10][CH:11]=O)=[CH:5][CH:4]=1.B.C1COCC1.Cl.[OH-].[Na+], predict the reaction product. The product is: [CH3:11][NH:10][CH2:9][CH2:8][O:7][C:6]1[CH:13]=[CH:14][C:3]([C:2]([F:1])([F:15])[F:16])=[CH:4][CH:5]=1. (6) Given the reactants [Cl:1][C:2]1[CH:7]=[CH:6][N:5]=[C:4]([CH:8]=[O:9])[N:3]=1.C[Si](C)(C)[C:12]([F:15])([F:14])[F:13].[F-].C([N+](CCCC)(CCCC)CCCC)CCC, predict the reaction product. The product is: [Cl:1][C:2]1[CH:7]=[CH:6][N:5]=[C:4]([CH:8]([OH:9])[C:12]([F:15])([F:14])[F:13])[N:3]=1.